Task: Predict the reactants needed to synthesize the given product.. Dataset: Full USPTO retrosynthesis dataset with 1.9M reactions from patents (1976-2016) (1) Given the product [C:10]1([C:16](=[N:23][C:24]2[CH:31]=[C:28]([CH:29]([C:9]3[C:5]4[CH:4]=[N:3][CH:2]=[N:1][C:6]=4[NH:7][CH:8]=3)[OH:30])[CH:27]=[N:26][CH:25]=2)[C:17]2[CH:22]=[CH:21][CH:20]=[CH:19][CH:18]=2)[CH:15]=[CH:14][CH:13]=[CH:12][CH:11]=1, predict the reactants needed to synthesize it. The reactants are: [N:1]1[C:6]2[NH:7][CH:8]=[CH:9][C:5]=2[CH:4]=[N:3][CH:2]=1.[C:10]1([C:16](=[N:23][C:24]2[CH:25]=[N:26][CH:27]=[C:28]([CH:31]=2)[CH:29]=[O:30])[C:17]2[CH:22]=[CH:21][CH:20]=[CH:19][CH:18]=2)[CH:15]=[CH:14][CH:13]=[CH:12][CH:11]=1.[OH-].[K+].[Cl-].[NH4+]. (2) Given the product [OH:13][C:12]1[C:7]2[C:2](=[CH:3][CH:4]=[CH:5][CH:6]=2)[N:1]=[C:17]([CH3:19])[C:11]=1[CH:8]([CH3:10])[CH3:9], predict the reactants needed to synthesize it. The reactants are: [NH2:1][C:2]1[CH:7]=[CH:6][CH:5]=[CH:4][CH:3]=1.[CH:8]([CH:11]([C:17]([CH3:19])=O)[C:12](OCC)=[O:13])([CH3:10])[CH3:9].C(Cl)(Cl)Cl.C1(C)C=CC(S(O)(=O)=O)=CC=1. (3) Given the product [Br:29][C:7]1[N:8]([CH3:21])[C:9]2[C:14]([C:6]=1[CH:1]1[CH2:2][CH2:3][CH2:4][CH2:5]1)=[CH:13][CH:12]=[C:11]([C:15]([O:17][CH:18]([CH3:19])[CH3:20])=[O:16])[CH:10]=2, predict the reactants needed to synthesize it. The reactants are: [CH:1]1([C:6]2[C:14]3[C:9](=[CH:10][C:11]([C:15]([O:17][CH:18]([CH3:20])[CH3:19])=[O:16])=[CH:12][CH:13]=3)[N:8]([CH3:21])[CH:7]=2)[CH2:5][CH2:4][CH2:3][CH2:2]1.C(OC(C)C)(=O)C.[Br:29]Br.